Predict the reactants needed to synthesize the given product. From a dataset of Full USPTO retrosynthesis dataset with 1.9M reactions from patents (1976-2016). (1) Given the product [Br:25][C:13]1[N:14]=[CH:15][N:16]([C:17]2[C:22]([F:23])=[CH:21][CH:20]=[CH:19][C:18]=2[F:24])[C:12]=1[CH:10]([C:3]1[CH:4]=[CH:5][C:6]([O:8][CH3:9])=[CH:7][C:2]=1[Cl:1])[OH:11], predict the reactants needed to synthesize it. The reactants are: [Cl:1][C:2]1[CH:7]=[C:6]([O:8][CH3:9])[CH:5]=[CH:4][C:3]=1[CH:10]([C:12]1[N:16]([C:17]2[C:22]([F:23])=[CH:21][CH:20]=[CH:19][C:18]=2[F:24])[CH:15]=[N:14][CH:13]=1)[OH:11].[Br:25]N1C(=O)CCC1=O. (2) Given the product [BrH:17].[CH3:15][C:10]1([CH3:16])[C:11]([CH3:14])([CH3:13])[O:12][B:8]([C:5]2[CH:6]=[CH:7][C:2]3[N:3]([CH:18]=[C:19]([C:20]([O:22][CH2:23][CH3:24])=[O:21])[N:1]=3)[CH:4]=2)[O:9]1, predict the reactants needed to synthesize it. The reactants are: [NH2:1][C:2]1[CH:7]=[CH:6][C:5]([B:8]2[O:12][C:11]([CH3:14])([CH3:13])[C:10]([CH3:16])([CH3:15])[O:9]2)=[CH:4][N:3]=1.[Br:17][CH2:18][C:19](=O)[C:20]([O:22][CH2:23][CH3:24])=[O:21]. (3) The reactants are: [NH2:1][C:2]([CH3:18])([CH3:17])[CH2:3][NH:4][C:5]([C:7]1[CH:8]=[N:9][C:10]2[N:11]([N:13]=[C:14]([CH3:16])[CH:15]=2)[CH:12]=1)=[O:6].Cl[CH2:20][C:21]([N:23]1[CH2:27][CH2:26][CH2:25][C@H:24]1[C:28]#[N:29])=[O:22]. Given the product [CH3:16][C:14]1[CH:15]=[C:10]2[N:11]([CH:12]=[C:7]([C:5]([NH:4][CH2:3][C:2]([NH:1][CH2:20][C:21]([N:23]3[C@H:24]([C:28]#[N:29])[CH2:25][CH2:26][CH2:27]3)=[O:22])([CH3:18])[CH3:17])=[O:6])[CH:8]=[N:9]2)[N:13]=1, predict the reactants needed to synthesize it. (4) Given the product [F:23][C:12]1[C:8]2[NH:9][CH:10]=[N:11][C:7]=2[CH:6]=[C:5]([C:3]([OH:4])=[O:2])[C:13]=1[NH:14][C:15]1[CH:20]=[CH:19][C:18]([Br:21])=[CH:17][C:16]=1[CH3:22], predict the reactants needed to synthesize it. The reactants are: C[O:2][C:3]([C:5]1[C:13]([NH:14][C:15]2[CH:20]=[CH:19][C:18]([Br:21])=[CH:17][C:16]=2[CH3:22])=[C:12]([F:23])[C:8]2[NH:9][CH:10]=[N:11][C:7]=2[CH:6]=1)=[O:4].[OH-].[Na+]. (5) Given the product [O:11]=[C:10]1[C:4]2[CH:3]=[CH:2][CH:25]=[CH:19][C:5]=2[CH:6]=[CH:7][C@@H:8]2[CH2:15][CH2:14][C@@H:13]([C:16]([OH:18])=[O:17])[CH2:12][N:9]12, predict the reactants needed to synthesize it. The reactants are: F[C:2]1N=[CH:19][C:5]2[CH:6]=[CH:7][C@@H:8]3[CH2:15][CH2:14][C@@H:13]([C:16]([OH:18])=[O:17])[CH2:12][N:9]3[C:10](=[O:11])[C:4]=2[CH:3]=1.S(Cl)(Cl)=O.[C:25]1(C)C=CC=CC=1.